Predict the reaction yield, written as a fraction of the theoretical maximum amount of product (1.0 means a 100% yield; for example, 0.34 means a 34% yield). From a dataset of Reaction yield outcomes from USPTO patents with 853,638 reactions. (1) The reactants are [CH2:1]([N:8]([CH2:19][CH2:20][OH:21])[C:9](=[O:18])[C:10]1[CH:15]=[CH:14][N+:13]([O-:16])=[CH:12][C:11]=1F)[C:2]1[CH:7]=[CH:6][CH:5]=[CH:4][CH:3]=1.[H-].[Na+].O. The catalyst is C1COCC1. The product is [CH2:1]([N:8]1[C:9](=[O:18])[C:10]2[CH:15]=[CH:14][N+:13]([O-:16])=[CH:12][C:11]=2[O:21][CH2:20][CH2:19]1)[C:2]1[CH:7]=[CH:6][CH:5]=[CH:4][CH:3]=1. The yield is 0.480. (2) The reactants are [N:1]([CH2:4][CH2:5][O:6][CH2:7][CH2:8][O:9][CH2:10][CH2:11][OH:12])=[N+:2]=[N-:3].[H-].[Na+].C([O:17][C:18]([C:20]1[C:21](=[O:36])[O:22][C:23]2[C:28]([CH:29]=1)=[C:27]([CH2:30]Br)[CH:26]=[C:25]([O:32]COC)[CH:24]=2)=[O:19])C.[OH-].[Na+].C(O)(=O)CC(CC(O)=O)(C(O)=O)O. The catalyst is CN(C=O)C.C(O)(C(F)(F)F)=O.ClCCl. The product is [N:1]([CH2:4][CH2:5][O:6][CH2:7][CH2:8][O:9][CH2:10][CH2:11][O:12][CH2:30][C:27]1[CH:26]=[C:25]([OH:32])[CH:24]=[C:23]2[C:28]=1[CH:29]=[C:20]([C:18]([OH:19])=[O:17])[C:21](=[O:36])[O:22]2)=[N+:2]=[N-:3]. The yield is 0.0800. (3) The reactants are [F:1][C:2]1[CH:7]=[CH:6][CH:5]=[CH:4][C:3]=1[N:8]1[CH:12]=[C:11]([CH2:13][OH:14])[C:10]([CH2:15][O:16][CH3:17])=[N:9]1.CC(OI1(OC(C)=O)(OC(C)=O)OC(=O)C2C=CC=CC1=2)=O. The catalyst is ClCCl. The product is [F:1][C:2]1[CH:7]=[CH:6][CH:5]=[CH:4][C:3]=1[N:8]1[CH:12]=[C:11]([CH:13]=[O:14])[C:10]([CH2:15][O:16][CH3:17])=[N:9]1. The yield is 0.960.